Dataset: Full USPTO retrosynthesis dataset with 1.9M reactions from patents (1976-2016). Task: Predict the reactants needed to synthesize the given product. (1) Given the product [O:6]=[C:5]1[C:7](=[CH:23][C:22]2[CH:25]=[CH:26][C:19]([O:12][C:13]3[CH:14]=[CH:15][CH:16]=[CH:17][CH:18]=3)=[CH:20][CH:21]=2)[S:1][C:2](=[S:3])[N:4]1[CH2:8][C:9]([OH:11])=[O:10], predict the reactants needed to synthesize it. The reactants are: [S:1]1[CH2:7][C:5](=[O:6])[N:4]([CH2:8][C:9]([OH:11])=[O:10])[C:2]1=[S:3].[O:12]([C:19]1[CH:26]=[CH:25][C:22]([CH:23]=O)=[CH:21][CH:20]=1)[C:13]1[CH:18]=[CH:17][CH:16]=[CH:15][CH:14]=1.C(N(CC)CC)C. (2) Given the product [CH:1]12[CH2:9][CH:5]([CH2:6][CH2:7][CH2:8]1)[CH2:4][CH:3]([NH2:10])[CH2:2]2, predict the reactants needed to synthesize it. The reactants are: [CH:1]12[CH2:9][CH:5]([CH:6]=[CH:7][CH2:8]1)[CH2:4][CH:3]([NH2:10])[CH2:2]2.[H][H]. (3) Given the product [CH3:1][O:2][C:3](=[O:42])[C@@H:4]([NH:14][C:15]([C:17]1[N:18]=[C:19]([C:32]2[CH:37]=[CH:36][C:35]([C:38]([F:40])([F:41])[F:39])=[CH:34][CH:33]=2)[O:20][C:21]=1[C:22]1[CH:27]=[CH:26][C:25]([C:28]2[N:31]=[C:35]([C:38]([F:41])([F:40])[F:39])[O:30][N:29]=2)=[CH:24][CH:23]=1)=[O:16])[CH2:5][S:6][CH2:7][C:8]1[CH:13]=[CH:12][CH:11]=[CH:10][CH:9]=1, predict the reactants needed to synthesize it. The reactants are: [CH3:1][O:2][C:3](=[O:42])[C@@H:4]([NH:14][C:15]([C:17]1[N:18]=[C:19]([C:32]2[CH:37]=[CH:36][C:35]([C:38]([F:41])([F:40])[F:39])=[CH:34][CH:33]=2)[O:20][C:21]=1[C:22]1[CH:27]=[CH:26][C:25]([C:28](=[NH:31])[NH:29][OH:30])=[CH:24][CH:23]=1)=[O:16])[CH2:5][S:6][CH2:7][C:8]1[CH:13]=[CH:12][CH:11]=[CH:10][CH:9]=1. (4) The reactants are: [C:1]([O:5][C:6]([N:8]1[CH2:12][CH2:11][CH:10]([O:13][C:14]2[CH:19]=[CH:18][C:17]([I:20])=[CH:16][C:15]=2C=O)[CH2:9]1)=[O:7])([CH3:4])([CH3:3])[CH3:2].C(O[C:28]([N:30]1CCC(COC2C=CC(I)=CC=2C=O)[CH2:32][CH2:31]1)=O)(C)(C)C.[CH3:47][Si:48](N[Si](C)(C)C)([CH3:50])[CH3:49].C([Li])CCC.C[Si](Cl)(C)C.C(N(CC)CC)C.C(Cl)(=[O:75])C. Given the product [C:1]([O:5][C:6]([N:8]1[CH2:12][CH2:11][CH:10]([O:13][C:14]2[CH:19]=[CH:18][C:17]([I:20])=[CH:16][C:15]=2[CH:28]=[N:30][C:31]([O:75][Si:48]([CH3:50])([CH3:49])[CH3:47])=[CH2:32])[CH2:9]1)=[O:7])([CH3:4])([CH3:2])[CH3:3], predict the reactants needed to synthesize it. (5) Given the product [CH3:20][N:17]1[CH:18]=[CH:19][C:15]([NH:14][C:22]2[C:31]3[C:26](=[CH:27][CH:28]=[C:29]([O:32][C:2]4[C:7]([C:8]([F:11])([F:10])[F:9])=[CH:6][CH:5]=[CH:4][C:3]=4[CH2:12][OH:13])[CH:30]=3)[N:25]=[CH:24][N:23]=2)=[N:16]1, predict the reactants needed to synthesize it. The reactants are: F[C:2]1[C:7]([C:8]([F:11])([F:10])[F:9])=[CH:6][CH:5]=[CH:4][C:3]=1[CH2:12][OH:13].[NH2:14][C:15]1[CH:19]=[CH:18][N:17]([CH3:20])[N:16]=1.Cl[C:22]1[C:31]2[C:26](=[CH:27][CH:28]=[C:29]([OH:32])[CH:30]=2)[N:25]=[CH:24][N:23]=1. (6) Given the product [Cl:19][C:20]1[CH:21]=[C:22]([CH:42]=[CH:43][C:44]=1[F:45])[NH:23][C:24]1[C:33]2[C:28](=[CH:29][C:30]([O:41][CH2:10][CH2:9][O:8][CH3:7])=[CH:31][C:32]=2[O:34][CH:35]2[CH2:40][CH2:39][O:38][CH2:37][CH2:36]2)[N:27]=[CH:26][N:25]=1, predict the reactants needed to synthesize it. The reactants are: C(=O)([O-])[O-].[K+].[K+].[CH3:7][O:8][CH2:9][CH2:10]Br.FC(F)(F)C(O)=O.[Cl:19][C:20]1[CH:21]=[C:22]([CH:42]=[CH:43][C:44]=1[F:45])[NH:23][C:24]1[C:33]2[C:28](=[CH:29][C:30]([OH:41])=[CH:31][C:32]=2[O:34][CH:35]2[CH2:40][CH2:39][O:38][CH2:37][CH2:36]2)[N:27]=[CH:26][N:25]=1. (7) Given the product [CH2:20]([CH:19]([CH2:22][CH3:23])[CH2:18][C:3]1([C:9]([OH:11])=[O:10])[CH2:8][CH2:7][CH2:6][CH2:5][CH2:4]1)[CH3:21], predict the reactants needed to synthesize it. The reactants are: [H-].[Na+].[CH:3]1([C:9]([OH:11])=[O:10])[CH2:8][CH2:7][CH2:6][CH2:5][CH2:4]1.C([NH-])(C)C.[Li+].Br[CH2:18][CH:19]([CH2:22][CH3:23])[CH2:20][CH3:21].Cl. (8) Given the product [CH3:1][O:2][C:3]([C@H:5]1[CH2:10][N:9]([C:11]2[CH:16]=[CH:15][C:14]([C:17]([F:20])([F:18])[F:19])=[CH:13][N:12]=2)[CH2:8][CH2:7][N:6]1[S:21]([C:24]1[CH:29]=[CH:28][C:27]([CH3:30])=[C:26]([CH2:31][C:32]([OH:34])=[O:33])[CH:25]=1)(=[O:22])=[O:23])=[O:4], predict the reactants needed to synthesize it. The reactants are: [CH3:1][O:2][C:3]([C@H:5]1[CH2:10][N:9]([C:11]2[CH:16]=[CH:15][C:14]([C:17]([F:20])([F:19])[F:18])=[CH:13][N:12]=2)[CH2:8][CH2:7][N:6]1[S:21]([C:24]1[CH:29]=[CH:28][C:27]([CH3:30])=[C:26]([CH2:31][C:32]([O:34]CC2C=CC([N+]([O-])=O)=CC=2)=[O:33])[CH:25]=1)(=[O:23])=[O:22])=[O:4].C1CCC=CC=1.C(O)C. (9) The reactants are: [CH3:1][O:2][C:3]([C:5]1[S:6][CH:7]=[CH:8][C:9]=1[N:10](C)[C:11](=O)C(F)(F)F)=[O:4]. Given the product [CH3:1][O:2][C:3]([C:5]1[S:6][CH:7]=[CH:8][C:9]=1[NH:10][CH3:11])=[O:4], predict the reactants needed to synthesize it. (10) Given the product [CH3:15][O:14][C:7]1[CH:8]=[C:9]2[C:4](=[CH:5][CH:6]=1)[NH:3][C:2](=[O:16])[C:11]([CH:12]=[O:13])=[CH:10]2, predict the reactants needed to synthesize it. The reactants are: Cl[C:2]1[C:11]([CH:12]=[O:13])=[CH:10][C:9]2[C:4](=[CH:5][CH:6]=[C:7]([O:14][CH3:15])[CH:8]=2)[N:3]=1.[OH2:16].